Dataset: Catalyst prediction with 721,799 reactions and 888 catalyst types from USPTO. Task: Predict which catalyst facilitates the given reaction. (1) Reactant: [C:1]([C:5]1[CH:6]=[C:7]([NH2:17])[N:8]([C:10]2[CH:15]=[CH:14][CH:13]=[C:12]([F:16])[CH:11]=2)[N:9]=1)([CH3:4])([CH3:3])[CH3:2].C(=O)([O-])[O-].[K+].[K+].Cl[C:25]([O:27][C:28]1[CH:33]=[CH:32][CH:31]=[CH:30][CH:29]=1)=[O:26]. Product: [C:28]1([O:27][C:25](=[O:26])[NH:17][C:7]2[N:8]([C:10]3[CH:15]=[CH:14][CH:13]=[C:12]([F:16])[CH:11]=3)[N:9]=[C:5]([C:1]([CH3:4])([CH3:2])[CH3:3])[CH:6]=2)[CH:33]=[CH:32][CH:31]=[CH:30][CH:29]=1. The catalyst class is: 49. (2) Reactant: [O:1]=[C:2]1[N:8]([CH:9]2[CH2:14][CH2:13][N:12]([C:15]([O:17][C@H:18]([CH2:40][C:41]3[CH:46]=[CH:45][C:44]([Cl:47])=[C:43]([Cl:48])[CH:42]=3)[C:19]([N:21]3[CH2:26][CH2:25][N:24]([CH:27]4[CH2:32][CH2:31][N:30](C(OC(C)(C)C)=O)[CH2:29][CH2:28]4)[CH2:23][CH2:22]3)=[O:20])=[O:16])[CH2:11][CH2:10]2)[CH2:7][CH2:6][C:5]2[CH:49]=[CH:50][CH:51]=[CH:52][C:4]=2[NH:3]1. Product: [O:1]=[C:2]1[N:8]([CH:9]2[CH2:14][CH2:13][N:12]([C:15]([O:17][C@H:18]([CH2:40][C:41]3[CH:46]=[CH:45][C:44]([Cl:47])=[C:43]([Cl:48])[CH:42]=3)[C:19](=[O:20])[N:21]3[CH2:26][CH2:25][N:24]([CH:27]4[CH2:28][CH2:29][NH:30][CH2:31][CH2:32]4)[CH2:23][CH2:22]3)=[O:16])[CH2:11][CH2:10]2)[CH2:7][CH2:6][C:5]2[CH:49]=[CH:50][CH:51]=[CH:52][C:4]=2[NH:3]1. The catalyst class is: 33. (3) Reactant: Br[C:2]1[C:3]([CH:22]2[CH2:25][CH:24]([CH2:26][C:27]([CH3:30])([CH3:29])[CH3:28])[CH2:23]2)=[N:4][O:5][C:6]=1[C@@H:7]([CH2:16][CH2:17][C:18]([O:20][CH3:21])=[O:19])[CH2:8][C:9]([O:11][C:12]([CH3:15])([CH3:14])[CH3:13])=[O:10].O.[CH:32]1(B(O)O)[CH2:34][CH2:33]1.P([O-])([O-])([O-])=O.[K+].[K+].[K+]. Product: [CH:32]1([C:2]2[C:3]([CH:22]3[CH2:25][CH:24]([CH2:26][C:27]([CH3:30])([CH3:29])[CH3:28])[CH2:23]3)=[N:4][O:5][C:6]=2[C@@H:7]([CH2:16][CH2:17][C:18]([O:20][CH3:21])=[O:19])[CH2:8][C:9]([O:11][C:12]([CH3:15])([CH3:14])[CH3:13])=[O:10])[CH2:34][CH2:33]1. The catalyst class is: 133. (4) Reactant: [N:1]1[C:8]([Cl:9])=[N:7][C:5]([Cl:6])=[N:4][C:2]=1Cl.C(N(C(C)C)CC)(C)C.[N:19]([C:22]1[C:23](=[O:33])[O:24][C:25]2[C:30]([CH:31]=1)=[CH:29][CH:28]=[C:27]([OH:32])[CH:26]=2)=[N+:20]=[N-:21]. Product: [N:19]([C:22]1[C:23](=[O:33])[O:24][C:25]2[C:30]([CH:31]=1)=[CH:29][CH:28]=[C:27]([O:32][C:2]1[N:1]=[C:8]([Cl:9])[N:7]=[C:5]([Cl:6])[N:4]=1)[CH:26]=2)=[N+:20]=[N-:21]. The catalyst class is: 21. (5) Reactant: [CH2:1]([O:8][C:9](=[O:19])[NH:10][C:11]1[CH:16]=[CH:15][C:14](Br)=[CH:13][C:12]=1[CH3:18])[C:2]1[CH:7]=[CH:6][CH:5]=[CH:4][CH:3]=1.CC1(C)C(C)(C)OB([C:28]2[CH2:33][CH2:32][N:31]([C:34]([O:36][C:37]([CH3:40])([CH3:39])[CH3:38])=[O:35])[CH2:30][CH:29]=2)O1.C(=O)([O-])[O-].[K+].[K+]. Product: [CH2:1]([O:8][C:9]([NH:10][C:11]1[CH:16]=[CH:15][C:14]([C:28]2[CH2:33][CH2:32][N:31]([C:34]([O:36][C:37]([CH3:40])([CH3:39])[CH3:38])=[O:35])[CH2:30][CH:29]=2)=[CH:13][C:12]=1[CH3:18])=[O:19])[C:2]1[CH:7]=[CH:6][CH:5]=[CH:4][CH:3]=1. The catalyst class is: 3. (6) Reactant: [OH:1][C:2]1[CH:3]=[C:4]([C:14]2[N:15](C(OC(C)(C)C)=O)[C:16]([C:19]3[S:20][CH:21]=[CH:22][N:23]=3)=[CH:17][CH:18]=2)[CH:5]=[C:6]([O:8][C@@H:9]([CH3:13])[CH2:10][O:11][CH3:12])[CH:7]=1.[F:31][C:32]1[CH:33]=[C:34]([CH:48]=[CH:49][C:50]=1F)[C:35]([N:37]1[CH2:40][CH:39]([O:41][CH:42]2[CH2:47][CH2:46][CH2:45][CH2:44][O:43]2)[CH2:38]1)=[O:36].[H-].[Na+]. Product: [F:31][C:32]1[CH:33]=[C:34]([C:35]([N:37]2[CH2:40][CH:39]([O:41][CH:42]3[CH2:47][CH2:46][CH2:45][CH2:44][O:43]3)[CH2:38]2)=[O:36])[CH:48]=[CH:49][C:50]=1[O:1][C:2]1[CH:3]=[C:4]([C:14]2[NH:15][C:16]([C:19]3[S:20][CH:21]=[CH:22][N:23]=3)=[CH:17][CH:18]=2)[CH:5]=[C:6]([O:8][C@@H:9]([CH3:13])[CH2:10][O:11][CH3:12])[CH:7]=1. The catalyst class is: 550. (7) Product: [CH:47]1([NH:50][C:51]([N:53]2[C:61]3[C:56](=[CH:57][C:58]([O:62][C:63]4[CH:68]=[CH:67][N:66]=[C:65]([NH:69][C:70]([N:72]5[CH2:77][CH2:76][CH2:75][CH2:74]5)=[O:71])[CH:64]=4)=[CH:59][CH:60]=3)[CH:55]=[CH:54]2)=[O:52])[CH2:49][CH2:48]1. The catalyst class is: 9. Reactant: N1CCCC1.C1(NC(N2C3C(=CC(OC4C=CN=C(N(C(OC5C=CC=CC=5)=O)C(=O)OC5C=CC=CC=5)C=4)=CC=3)C=C2)=O)CC1.[CH:47]1([NH:50][C:51]([N:53]2[C:61]3[C:56](=[CH:57][C:58]([O:62][C:63]4[CH:68]=[CH:67][N:66]=[C:65]([NH:69][C:70]([N:72]5[CH2:77][CH2:76][CH:75](N6CCCC6)[CH2:74]C5)=[O:71])[CH:64]=4)=[CH:59][CH:60]=3)[CH:55]=[CH:54]2)=[O:52])[CH2:49][CH2:48]1. (8) Reactant: [NH2:1][C:2]1[CH:3]=[C:4]([CH:9]=[C:10]([I:12])[CH:11]=1)[C:5]([O:7][CH3:8])=[O:6].Cl[C:14]1[N:19]=[C:18]([C:20]([F:23])([F:22])[F:21])[CH:17]=[CH:16][N:15]=1.CS(O)(=O)=O. Product: [I:12][C:10]1[CH:9]=[C:4]([CH:3]=[C:2]([NH:1][C:14]2[N:19]=[C:18]([C:20]([F:23])([F:22])[F:21])[CH:17]=[CH:16][N:15]=2)[CH:11]=1)[C:5]([O:7][CH3:8])=[O:6]. The catalyst class is: 155.